From a dataset of Forward reaction prediction with 1.9M reactions from USPTO patents (1976-2016). Predict the product of the given reaction. Given the reactants [F:1][C:2]1[CH:3]=[C:4]([OH:12])[CH:5]=[C:6]([F:11])[C:7]=1[N+:8]([O-:10])=[O:9].C([O-])([O-])=O.[Cs+].[Cs+].Cl.Cl[CH2:21][C:22]1[CH:27]=[CH:26][C:25]([CH3:28])=[CH:24][N:23]=1.C([O-])(O)=O.[Na+], predict the reaction product. The product is: [F:1][C:2]1[CH:3]=[C:4]([CH:5]=[C:6]([F:11])[C:7]=1[N+:8]([O-:10])=[O:9])[O:12][CH2:21][C:22]1[CH:27]=[CH:26][C:25]([CH3:28])=[CH:24][N:23]=1.